Dataset: Catalyst prediction with 721,799 reactions and 888 catalyst types from USPTO. Task: Predict which catalyst facilitates the given reaction. (1) Reactant: [N+:1]([C:4]1[CH:5]=[C:6]([OH:10])[CH:7]=[CH:8][CH:9]=1)([O-:3])=[O:2].[F-].[Cs+].S(C1C=CC([N+]([O-])=O)=CC=1)(O[CH2:17][C@H:18]1[O:20][CH2:19]1)(=O)=O.O. Product: [N+:1]([C:4]1[CH:5]=[C:6]([O:10][CH2:17][C@H:18]2[O:20][CH2:19]2)[CH:7]=[CH:8][CH:9]=1)([O-:3])=[O:2]. The catalyst class is: 3. (2) Reactant: [CH2:1]([O:4][C:5]1[CH:6]=[C:7]([CH:31]=[CH:32][CH:33]=1)[O:8][C:9]1[C:10]([NH:21][S:22]([C:25]2[N:26]=[CH:27][N:28]([CH3:30])[CH:29]=2)(=[O:24])=[O:23])=[CH:11][C:12]2[N:16]([CH3:17])[C:15](=[O:18])[N:14]([CH3:19])[C:13]=2[CH:20]=1)[CH:2]=[CH2:3].B.[OH-:35].[Na+].OO. Product: [OH:35][CH2:3][CH2:2][CH2:1][O:4][C:5]1[CH:6]=[C:7]([CH:31]=[CH:32][CH:33]=1)[O:8][C:9]1[C:10]([NH:21][S:22]([C:25]2[N:26]=[CH:27][N:28]([CH3:30])[CH:29]=2)(=[O:24])=[O:23])=[CH:11][C:12]2[N:16]([CH3:17])[C:15](=[O:18])[N:14]([CH3:19])[C:13]=2[CH:20]=1. The catalyst class is: 1.